Dataset: Reaction yield outcomes from USPTO patents with 853,638 reactions. Task: Predict the reaction yield, written as a fraction of the theoretical maximum amount of product (1.0 means a 100% yield; for example, 0.34 means a 34% yield). The reactants are [NH:1]1[CH2:6][CH2:5][CH2:4][CH2:3][CH2:2]1.[CH:7]([C:9]1[CH:24]=[CH:23][C:12]([O:13][C:14]2[CH:22]=[CH:21][C:17]([C:18]([NH2:20])=[O:19])=[CH:16][N:15]=2)=[CH:11][CH:10]=1)=O.C(O[BH-](OC(=O)C)OC(=O)C)(=O)C.[Na+].C(O)(=O)C. The catalyst is ClCCCl.CO.C(Cl)Cl. The product is [N:1]1([CH2:7][C:9]2[CH:24]=[CH:23][C:12]([O:13][C:14]3[CH:22]=[CH:21][C:17]([C:18]([NH2:20])=[O:19])=[CH:16][N:15]=3)=[CH:11][CH:10]=2)[CH2:6][CH2:5][CH2:4][CH2:3][CH2:2]1. The yield is 0.880.